From a dataset of Catalyst prediction with 721,799 reactions and 888 catalyst types from USPTO. Predict which catalyst facilitates the given reaction. (1) Reactant: [F:1][C:2]1[CH:3]=[CH:4][C:5]([O:21][CH3:22])=[C:6]([C:8]([CH3:20])([CH3:19])[CH2:9][C:10]([C:15]([F:18])([F:17])[F:16])([OH:14])[CH:11]([OH:13])[CH3:12])[CH:7]=1.C(N(CC)CC)C.[Cl-].[NH4+]. Product: [F:1][C:2]1[CH:3]=[CH:4][C:5]([O:21][CH3:22])=[C:6]([C:8]([CH3:19])([CH3:20])[CH2:9][C:10]([OH:14])([C:15]([F:18])([F:17])[F:16])[C:11](=[O:13])[CH3:12])[CH:7]=1. The catalyst class is: 549. (2) Reactant: [Cu][C:2]#[N:3].I[C:5]1[CH:10]=[C:9]([C:11]([N:13]2[CH2:17][CH2:16][CH:15]([C:18]3[CH:19]=[N:20][CH:21]=[CH:22][CH:23]=3)[CH2:14]2)=[O:12])[CH:8]=[CH:7][C:6]=1[C:24]1[CH:29]=[C:28]([C:30]([F:33])([F:32])[F:31])[CH:27]=[C:26]([C:34]([F:37])([F:36])[F:35])[CH:25]=1. Product: [N:20]1[CH:21]=[CH:22][CH:23]=[C:18]([CH:15]2[CH2:16][CH2:17][N:13]([C:11]([C:9]3[CH:10]=[C:5]([C:2]#[N:3])[C:6]([C:24]4[CH:25]=[C:26]([C:34]([F:35])([F:36])[F:37])[CH:27]=[C:28]([C:30]([F:33])([F:31])[F:32])[CH:29]=4)=[CH:7][CH:8]=3)=[O:12])[CH2:14]2)[CH:19]=1. The catalyst class is: 16. (3) Product: [Br:14][CH2:11][C:3]1[C:2]([Cl:1])=[CH:7][C:6]([O:8][CH3:9])=[CH:5][C:4]=1[Cl:10]. Reactant: [Cl:1][C:2]1[CH:7]=[C:6]([O:8][CH3:9])[CH:5]=[C:4]([Cl:10])[C:3]=1[CH2:11]O.P(Br)(Br)[Br:14].C(=O)(O)[O-].[Na+]. The catalyst class is: 7.